From a dataset of M1 muscarinic receptor antagonist screen with 61,756 compounds. Binary Classification. Given a drug SMILES string, predict its activity (active/inactive) in a high-throughput screening assay against a specified biological target. (1) The drug is Clc1c(c2noc(c2C(=O)NCCn2c3c(cc2C)cccc3)C)cccc1. The result is 0 (inactive). (2) The molecule is o1c2c(c(c(CC(OC)=O)c1=O)C)ccc(OC(=O)c1occc1)c2. The result is 0 (inactive). (3) The drug is Clc1c(S(=O)(=O)N2CCCCCC2)cc(C(=O)NCCN2CCOCC2)cc1. The result is 0 (inactive). (4) The compound is O1C(Cc2c(C1)c(nc(N1CCOCC1)c2C#N)CCCC)(C)C. The result is 0 (inactive). (5) The molecule is S(CC(=O)N1CCN(CC1)C(OCC)=O)CC(=O)Nc1scc(n1)c1ccccc1. The result is 0 (inactive). (6) The drug is S(c1n(c(nn1)Cc1n(ccc1)C)c1ccc(OC)cc1)CC(=O)Nc1ccc(OC)cc1. The result is 0 (inactive). (7) The compound is S1CCC(NC(=O)c2cc3c(n(c2=O)c2ccccc2)CCCC3=O)C1=O. The result is 0 (inactive).